From a dataset of Catalyst prediction with 721,799 reactions and 888 catalyst types from USPTO. Predict which catalyst facilitates the given reaction. (1) Reactant: [NH2:1][C:2]1[N:7]=[C:6]([O:8]C)[C:5]([C:10]([OH:12])=O)=[CH:4][C:3]=1[Cl:13].[C:14](N1C=CN=C1)(N1C=CN=C1)=O.[NH2:26][CH2:27][CH:28]1[CH2:33][CH2:32][N:31]([C:34](OC(C)(C)C)=O)[CH2:30][CH2:29]1.O. Product: [NH2:1][C:2]1[NH:7][C:6](=[O:8])[C:5]([C:10]([NH:26][CH2:27][CH:28]2[CH2:29][CH2:30][N:31]([CH2:34][CH3:14])[CH2:32][CH2:33]2)=[O:12])=[CH:4][C:3]=1[Cl:13]. The catalyst class is: 9. (2) Reactant: [NH2:1][C:2]1[CH:7]=[C:6]([F:8])[CH:5]=[CH:4][C:3]=1[OH:9].C([O-])(O)=O.[Na+].[Cl:15][CH2:16][C:17](Cl)=[O:18]. Product: [Cl:15][CH2:16][C:17]([NH:1][C:2]1[CH:7]=[C:6]([F:8])[CH:5]=[CH:4][C:3]=1[OH:9])=[O:18]. The catalyst class is: 22. (3) Reactant: [CH:1]([NH2:4])([CH3:3])[CH3:2].C(=O)([O-])[O-].[K+].[K+].I[CH2:12][CH2:13][CH2:14][O:15][C:16]1[CH:21]=[CH:20][C:19]([C:22]2[CH:27]=[CH:26][C:25]([C:28]([O:30][CH2:31][CH3:32])=[O:29])=[CH:24][CH:23]=2)=[CH:18][C:17]=1[C:33]1[CH:42]=[CH:41][C:40]2[C:39]([CH3:44])([CH3:43])[CH2:38][CH2:37][C:36]([CH3:46])([CH3:45])[C:35]=2[CH:34]=1.O. Product: [CH:1]([NH:4][CH2:12][CH2:13][CH2:14][O:15][C:16]1[CH:21]=[CH:20][C:19]([C:22]2[CH:23]=[CH:24][C:25]([C:28]([O:30][CH2:31][CH3:32])=[O:29])=[CH:26][CH:27]=2)=[CH:18][C:17]=1[C:33]1[CH:42]=[CH:41][C:40]2[C:39]([CH3:44])([CH3:43])[CH2:38][CH2:37][C:36]([CH3:46])([CH3:45])[C:35]=2[CH:34]=1)([CH3:3])[CH3:2]. The catalyst class is: 10. (4) Reactant: [NH:1]1[C:9]2[C:4](=[C:5]([B:10]([OH:12])[OH:11])[CH:6]=[CH:7][CH:8]=2)[CH:3]=[N:2]1.[C:13]([O:19][CH2:20]Cl)(=[O:18])[C:14]([CH3:17])([CH3:16])[CH3:15].C([O-])([O-])=O.[K+].[K+]. Product: [C:13]([O:19][CH2:20][N:1]1[C:9]2[C:4](=[C:5]([B:10]([OH:12])[OH:11])[CH:6]=[CH:7][CH:8]=2)[CH:3]=[N:2]1)(=[O:18])[C:14]([CH3:17])([CH3:16])[CH3:15]. The catalyst class is: 3. (5) The catalyst class is: 31. Reactant: [Cl:1][C:2]1[CH:3]=[CH:4][C:5]([OH:10])=[C:6]([CH:9]=1)[CH:7]=[O:8].[CH2:11]([CH:13]1[O:15][CH2:14]1)Br.C([O-])([O-])=O.[K+].[K+].O. Product: [Cl:1][C:2]1[CH:3]=[CH:4][C:5]([O:10][CH2:11][CH:13]2[CH2:14][O:15]2)=[C:6]([CH:9]=1)[CH:7]=[O:8]. (6) Reactant: O[CH:2]1[C:23]2[C:18](=[CH:19][CH:20]=[CH:21][CH:22]=2)[O:17][C:4]2([CH2:9][CH2:8][N:7]([C:10]([O:12][C:13]([CH3:16])([CH3:15])[CH3:14])=[O:11])[CH2:6][CH2:5]2)[CH2:3]1.O.CC1C=CC(S(O)(=O)=O)=CC=1.C(N(CC)CC)C. Product: [N:7]1([C:10]([O:12][C:13]([CH3:16])([CH3:15])[CH3:14])=[O:11])[CH2:6][CH2:5][C:4]2([CH:3]=[CH:2][C:23]3[C:18](=[CH:19][CH:20]=[CH:21][CH:22]=3)[O:17]2)[CH2:9][CH2:8]1. The catalyst class is: 346. (7) Product: [CH3:19][O:20][C:21]([C:23]1[CH:27]=[C:26]([C:11]2[CH:16]=[N:15][C:14]([NH2:17])=[CH:13][CH:12]=2)[O:25][C:24]=1[CH3:29])=[O:22]. The catalyst class is: 837. Reactant: N#N.CC1(C)C(C)(C)OB([C:11]2[CH:12]=[CH:13][C:14]([NH2:17])=[N:15][CH:16]=2)O1.[CH3:19][O:20][C:21]([C:23]1[CH:27]=[C:26](Br)[O:25][C:24]=1[CH3:29])=[O:22].C([O-])(O)=O.[Na+].